From a dataset of Forward reaction prediction with 1.9M reactions from USPTO patents (1976-2016). Predict the product of the given reaction. (1) The product is: [CH3:28][C:5]1[C:6]2[C:23](=[CH:22][C:21]3[C:8]([CH:7]=2)=[CH:9][C:10]2[C:19](=[CH:18][C:17]4[C:12]([CH:11]=2)=[C:13]([CH3:26])[CH:14]=[CH:15][C:16]=4[CH3:25])[CH:20]=3)[C:2]([CH3:1])=[CH:3][CH:4]=1. Given the reactants [CH3:1][C:2]1[C:23]2[CH2:22][C:21]3[C:8](=[CH:9][C:10]4[CH2:11][C:12]5[C:17]([C:18](=O)[C:19]=4[CH:20]=3)=[C:16]([CH3:25])[CH:15]=[CH:14][C:13]=5[CH3:26])[C:7](=O)[C:6]=2[C:5]([CH3:28])=[CH:4][CH:3]=1, predict the reaction product. (2) Given the reactants [CH:1]1[C:10]2[C:5](=[CH:6][CH:7]=[CH:8][CH:9]=2)[CH:4]=[C:3]([NH:11][C:12](=[O:40])[O:13][CH2:14][C@@H:15]([N:26]([CH3:39])[C:27]([NH:29][CH2:30][C:31]2[CH:36]=[CH:35][CH:34]=[C:33]([F:37])[C:32]=2[Cl:38])=[O:28])[CH2:16][C:17]2[N:21]3[CH:22]=[CH:23][N:24]=[CH:25][C:20]3=[CH:19][N:18]=2)[N:2]=1.[H][H], predict the reaction product. The product is: [CH:1]1[C:10]2[C:5](=[CH:6][CH:7]=[CH:8][CH:9]=2)[CH:4]=[C:3]([NH:11][C:12](=[O:40])[O:13][CH2:14][C@@H:15]([N:26]([CH3:39])[C:27]([NH:29][CH2:30][C:31]2[CH:36]=[CH:35][CH:34]=[C:33]([F:37])[C:32]=2[Cl:38])=[O:28])[CH2:16][C:17]2[N:21]3[CH2:22][CH2:23][NH:24][CH2:25][C:20]3=[CH:19][N:18]=2)[N:2]=1. (3) Given the reactants C([O:5][C:6]1[CH:11]=[CH:10][C:9]([C:12]([C:15]2[CH:20]=[CH:19][C:18]([O:21]CC3OC3)=[CH:17][CH:16]=2)([CH3:14])[CH3:13])=[CH:8][CH:7]=1)C1OC1.C(O)(=O)C=C.C(C1CC(=O)OC1=O)=CCCCCCC, predict the reaction product. The product is: [OH:5][C:6]1[CH:7]=[CH:8][C:9]([C:12]([C:15]2[CH:16]=[CH:17][C:18]([OH:21])=[CH:19][CH:20]=2)([CH3:14])[CH3:13])=[CH:10][CH:11]=1. (4) Given the reactants [OH:1][CH2:2][CH2:3][N:4]1[C:8]([NH:9][C:10]([C:23]2[CH:28]=[CH:27][CH:26]=[CH:25][CH:24]=2)([C:17]2[CH:22]=[CH:21][CH:20]=[CH:19][CH:18]=2)[C:11]2[CH:16]=[CH:15][CH:14]=[CH:13][CH:12]=2)=[C:7]([NH:29][CH:30]=[O:31])[CH:6]=[N:5]1.[H-].[Na+].Br[CH2:35][CH2:36][CH2:37][NH:38][C:39](=[O:45])[O:40][C:41]([CH3:44])([CH3:43])[CH3:42].[I-].[Na+].S([O-])(O)(=O)=O.[K+], predict the reaction product. The product is: [CH:30]([N:29]([CH2:35][CH2:36][CH2:37][NH:38][C:39](=[O:45])[O:40][C:41]([CH3:44])([CH3:43])[CH3:42])[C:7]1[CH:6]=[N:5][N:4]([CH2:3][CH2:2][OH:1])[C:8]=1[NH:9][C:10]([C:17]1[CH:18]=[CH:19][CH:20]=[CH:21][CH:22]=1)([C:11]1[CH:12]=[CH:13][CH:14]=[CH:15][CH:16]=1)[C:23]1[CH:28]=[CH:27][CH:26]=[CH:25][CH:24]=1)=[O:31]. (5) Given the reactants [NH2:1][C:2]1[N:10]=[CH:9][N:8]=[C:7]2[C:3]=1[N:4]=[CH:5][N:6]2[C@H:11]1[C@@H:15]2[O:16][C:17]([CH3:20])([CH3:19])[O:18][C@@H:14]2[C@@H:13]([CH2:21][N:22]([CH3:27])[CH2:23][CH2:24][CH2:25][NH2:26])[O:12]1.[CH2:28]([C:30]1[CH:35]=[CH:34][CH:33]=[C:32]([N:36]=[C:37]=[O:38])[CH:31]=1)[CH3:29], predict the reaction product. The product is: [NH2:1][C:2]1[N:10]=[CH:9][N:8]=[C:7]2[C:3]=1[N:4]=[CH:5][N:6]2[C@H:11]1[C@@H:15]2[O:16][C:17]([CH3:19])([CH3:20])[O:18][C@@H:14]2[C@@H:13]([CH2:21][N:22]([CH3:27])[CH2:23][CH2:24][CH2:25][NH:26][C:37]([NH:36][C:32]2[CH:33]=[CH:34][CH:35]=[C:30]([CH2:28][CH3:29])[CH:31]=2)=[O:38])[O:12]1. (6) Given the reactants [Br:1][C:2]1[CH:3]=[CH:4][C:5]2[C:11]3[S:12][C:13]([C:15]([NH2:17])=O)=[CH:14][C:10]=3[CH2:9][CH2:8][O:7][C:6]=2[CH:18]=1.[Cl:19][C:20]1[CH:21]=[C:22]([CH:28]=[CH:29][C:30]=1[NH:31][NH2:32])[C:23]([N:25]([CH3:27])[CH3:26])=[O:24].[C:33](O)(=O)C, predict the reaction product. The product is: [Br:1][C:2]1[CH:3]=[CH:4][C:5]2[C:11]3[S:12][C:13]([C:15]4[N:31]([C:30]5[CH:29]=[CH:28][C:22]([C:23]([N:25]([CH3:27])[CH3:26])=[O:24])=[CH:21][C:20]=5[Cl:19])[N:32]=[CH:33][N:17]=4)=[CH:14][C:10]=3[CH2:9][CH2:8][O:7][C:6]=2[CH:18]=1. (7) Given the reactants C([O:8][C:9]1[CH:14]=[C:13]([O:15][CH3:16])[CH:12]=[CH:11][C:10]=1/[CH:17]=[CH:18]/[C:19]([O:21][CH2:22][CH3:23])=[O:20])C1C=CC=CC=1, predict the reaction product. The product is: [OH:8][C:9]1[CH:14]=[C:13]([O:15][CH3:16])[CH:12]=[CH:11][C:10]=1[CH2:17][CH2:18][C:19]([O:21][CH2:22][CH3:23])=[O:20]. (8) Given the reactants [C:1]1(=[O:25])[N:5]([CH2:6][C:7]2[CH:19]=[CH:18][C:10]([C:11]([O:13]C(C)(C)C)=[O:12])=[CH:9][CH:8]=2)[C:4](=[O:20])[C:3]2=[CH:21][CH:22]=[CH:23][CH:24]=[C:2]12, predict the reaction product. The product is: [C:4]1(=[O:20])[N:5]([CH2:6][C:7]2[CH:19]=[CH:18][C:10]([C:11]([OH:13])=[O:12])=[CH:9][CH:8]=2)[C:1](=[O:25])[C:2]2=[CH:24][CH:23]=[CH:22][CH:21]=[C:3]12.